This data is from Peptide-MHC class I binding affinity with 185,985 pairs from IEDB/IMGT. The task is: Regression. Given a peptide amino acid sequence and an MHC pseudo amino acid sequence, predict their binding affinity value. This is MHC class I binding data. (1) The peptide sequence is ISVNNVCHMY. The MHC is HLA-B40:01 with pseudo-sequence HLA-B40:01. The binding affinity (normalized) is 0.249. (2) The peptide sequence is AEGVVAFLI. The MHC is HLA-A29:02 with pseudo-sequence HLA-A29:02. The binding affinity (normalized) is 0.0847. (3) The peptide sequence is MSRKFMQV. The MHC is H-2-Kb with pseudo-sequence H-2-Kb. The binding affinity (normalized) is 1.00. (4) The MHC is HLA-A31:01 with pseudo-sequence HLA-A31:01. The binding affinity (normalized) is 0.0847. The peptide sequence is AEMRETHWL. (5) The peptide sequence is NVFISPASI. The MHC is HLA-A68:02 with pseudo-sequence HLA-A68:02. The binding affinity (normalized) is 0.942. (6) The peptide sequence is CHATLTHRL. The MHC is HLA-A31:01 with pseudo-sequence HLA-A31:01. The binding affinity (normalized) is 0.0847. (7) The peptide sequence is YQRPFGGQS. The MHC is HLA-A03:01 with pseudo-sequence HLA-A03:01. The binding affinity (normalized) is 0.0847. (8) The peptide sequence is FLDLPLPWTA. The MHC is HLA-A02:06 with pseudo-sequence HLA-A02:06. The binding affinity (normalized) is 0.618.